The task is: Regression. Given a peptide amino acid sequence and an MHC pseudo amino acid sequence, predict their binding affinity value. This is MHC class II binding data.. This data is from Peptide-MHC class II binding affinity with 134,281 pairs from IEDB. (1) The peptide sequence is SQDLELSWNENGLQAY. The MHC is HLA-DQA10301-DQB10302 with pseudo-sequence HLA-DQA10301-DQB10302. The binding affinity (normalized) is 0.497. (2) The peptide sequence is RDSDDWLNKYSYYPE. The MHC is DRB3_0101 with pseudo-sequence DRB3_0101. The binding affinity (normalized) is 0. (3) The peptide sequence is PTLAFPAGVCPTIGV. The MHC is DRB1_0301 with pseudo-sequence DRB1_0301. The binding affinity (normalized) is 0.0422. (4) The peptide sequence is TGQLHEEFTTNYLSS. The MHC is DRB1_0101 with pseudo-sequence DRB1_0101. The binding affinity (normalized) is 0.515. (5) The peptide sequence is ESTGGAYDTYKSIPS. The MHC is HLA-DQA10301-DQB10302 with pseudo-sequence HLA-DQA10301-DQB10302. The binding affinity (normalized) is 0.172. (6) The peptide sequence is GTLWCGHGNKSSGPNELG. The MHC is DRB1_1101 with pseudo-sequence DRB1_1101. The binding affinity (normalized) is 0.